Dataset: Full USPTO retrosynthesis dataset with 1.9M reactions from patents (1976-2016). Task: Predict the reactants needed to synthesize the given product. (1) The reactants are: [CH3:1][N:2]1[CH2:23][C:8]23[CH2:9][CH2:10][CH:11]4[CH:20]([CH:7]2[CH2:6][CH2:5][CH:4]3[CH:3]1[CH3:24])[CH2:19][CH:18]=[C:17]1[C:12]4([CH3:22])[CH2:13][CH2:14][CH:15]([OH:21])[CH2:16]1.C(N(CC)CC)C.[C:32](Cl)(=[O:34])[CH3:33]. Given the product [CH3:1][N:2]1[CH2:23][C:8]23[CH2:9][CH2:10][CH:11]4[CH:20]([CH:7]2[CH2:6][CH2:5][CH:4]3[CH:3]1[CH3:24])[CH2:19][CH:18]=[C:17]1[C:12]4([CH3:22])[CH2:13][CH2:14][CH:15]([O:21][C:32](=[O:34])[CH3:33])[CH2:16]1, predict the reactants needed to synthesize it. (2) Given the product [CH3:1][O:8][C:21]1[CH:20]=[C:19]2[C:24]([C:25]3[CH:26]=[C:14]([C:12]([O:11][CH3:10])=[O:13])[CH:15]=[CH:16][C:17]=3[NH:18]2)=[CH:23][CH:22]=1, predict the reactants needed to synthesize it. The reactants are: [C:1]([O-])(=[O:8])C1C=CC=CC=1.[CH3:10][O:11][C:12]([C:14]1[CH:15]=[CH:16][C:17]2[NH:18][C:19]3[C:24]([C:25]=2[CH:26]=1)=[CH:23][CH:22]=[CH:21][CH:20]=3)=[O:13]. (3) Given the product [CH2:1]([N:8]1[C:16]2[C:11](=[CH:12][C:13]([C:17]([O:19][CH3:20])=[O:18])=[CH:14][CH:15]=2)[C:10]([CH3:21])=[CH:9]1)[C:2]1[CH:3]=[CH:4][CH:5]=[CH:6][CH:7]=1, predict the reactants needed to synthesize it. The reactants are: [CH2:1]([N:8]1[C:16]2[C:11](=[CH:12][C:13]([C:17]([O:19][CH3:20])=[O:18])=[CH:14][CH:15]=2)[CH:10]([CH3:21])[CH2:9]1)[C:2]1[CH:7]=[CH:6][CH:5]=[CH:4][CH:3]=1.C1(Cl)C(Cl)=C(Cl)C(=O)C(=O)C=1Cl. (4) Given the product [CH3:20][CH:19]([C:9]1[N:10]=[C:11]2[CH:18]=[CH:17][CH:16]=[CH:15][N:12]2[C:13](=[O:14])[C:8]=1[C:5]1[CH:6]=[CH:7][C:2]([NH:44][CH:45]2[CH2:49][CH2:48][N:47]([C:50]([O:52][C:53]([CH3:56])([CH3:55])[CH3:54])=[O:51])[CH2:46]2)=[CH:3][CH:4]=1)[CH3:21], predict the reactants needed to synthesize it. The reactants are: Cl[C:2]1[CH:7]=[CH:6][C:5]([C:8]2[C:13](=[O:14])[N:12]3[CH:15]=[CH:16][CH:17]=[CH:18][C:11]3=[N:10][C:9]=2[CH:19]([CH3:21])[CH3:20])=[CH:4][CH:3]=1.C(C1N=C2C=CC=CN2C(=O)C=1C1C=CC(Cl)=CC=1)CCC.[NH2:44][CH:45]1[CH2:49][CH2:48][N:47]([C:50]([O:52][C:53]([CH3:56])([CH3:55])[CH3:54])=[O:51])[CH2:46]1.NC1CCCN(C(OC(C)(C)C)=O)C1. (5) The reactants are: [Cl:1][C:2]1[CH:3]=[C:4]([CH:20]=[CH:21][C:22]=1[Cl:23])[CH2:5][N:6]([CH3:19])[C:7]1[CH:8]=[CH:9][C:10]2[N:11]([C:13]([N+:16]([O-])=O)=[CH:14][N:15]=2)[N:12]=1.C(OCC)(=O)C. Given the product [Cl:1][C:2]1[CH:3]=[C:4]([CH:20]=[CH:21][C:22]=1[Cl:23])[CH2:5][N:6]([CH3:19])[C:7]1[CH:8]=[CH:9][C:10]2[N:11]([C:13]([NH2:16])=[CH:14][N:15]=2)[N:12]=1, predict the reactants needed to synthesize it.